Dataset: Reaction yield outcomes from USPTO patents with 853,638 reactions. Task: Predict the reaction yield, written as a fraction of the theoretical maximum amount of product (1.0 means a 100% yield; for example, 0.34 means a 34% yield). The reactants are [CH2:1]([N:8]1[CH2:13][CH2:12][C:11](=O)[CH2:10][CH2:9]1)[C:2]1[CH:7]=[CH:6][CH:5]=[CH:4][CH:3]=1.C(O)(=O)C.[CH:19]1([N:22]2[CH2:27][CH2:26][NH:25][CH2:24][CH2:23]2)[CH2:21][CH2:20]1.[C-:28]#[N:29].[K+]. The catalyst is CO.O. The product is [CH2:1]([N:8]1[CH2:13][CH2:12][C:11]([N:25]2[CH2:26][CH2:27][N:22]([CH:19]3[CH2:21][CH2:20]3)[CH2:23][CH2:24]2)([C:28]#[N:29])[CH2:10][CH2:9]1)[C:2]1[CH:7]=[CH:6][CH:5]=[CH:4][CH:3]=1. The yield is 0.530.